This data is from Reaction yield outcomes from USPTO patents with 853,638 reactions. The task is: Predict the reaction yield, written as a fraction of the theoretical maximum amount of product (1.0 means a 100% yield; for example, 0.34 means a 34% yield). (1) The yield is 0.820. The catalyst is C(O)C. The product is [ClH:4].[CH2:23]1[C:24]2([CH2:28][CH2:29][NH:30][CH2:31][CH2:32]2)[CH2:25][CH2:26][CH2:27][N:22]1[C:20]([C:17]1[CH:18]=[C:19]2[C:14]([CH2:13][CH2:12][C@H:11]2[NH:10][C:8](=[O:9])[C:7]2[CH:40]=[CH:41][CH:42]=[CH:43][C:6]=2[Cl:5])=[CH:15][CH:16]=1)=[O:21]. The reactants are C([Cl:4])(=O)C.[Cl:5][C:6]1[CH:43]=[CH:42][CH:41]=[CH:40][C:7]=1[C:8]([NH:10][C@H:11]1[C:19]2[C:14](=[CH:15][CH:16]=[C:17]([C:20]([N:22]3[CH2:27][CH2:26][CH2:25][C:24]4([CH2:32][CH2:31][N:30](C(OC(C)(C)C)=O)[CH2:29][CH2:28]4)[CH2:23]3)=[O:21])[CH:18]=2)[CH2:13][CH2:12]1)=[O:9]. (2) The reactants are [C:1]([N:4]1[CH2:9][CH2:8][N:7]([CH2:10][CH2:11]O)[CH2:6][CH2:5]1)(=[O:3])[CH3:2].C(N(CC)CC)C.C1(C)C=CC(S([Cl:29])(=O)=O)=CC=1. The catalyst is C(Cl)Cl. The product is [C:1]([N:4]1[CH2:9][CH2:8][N:7]([CH2:10][CH2:11][Cl:29])[CH2:6][CH2:5]1)(=[O:3])[CH3:2]. The yield is 0.540. (3) The reactants are [Li+].[CH3:2][Si]([N-][Si](C)(C)C)(C)C.[CH:11]([C:13]1[CH:18]=[CH:17][C:16]([O:19][C:20]([F:23])([F:22])[F:21])=[CH:15][C:14]=1[C:24]1[N:25]=[CH:26][C:27]([NH:30][C:31](=[O:39])[C:32]2[C:37]([CH3:38])=[CH:36][CH:35]=[N:34][CH:33]=2)=[N:28][CH:29]=1)=O. The catalyst is [Br-].C[P+](C1C=CC=CC=1)(C1C=CC=CC=1)C1C=CC=CC=1.C1COCC1. The product is [CH3:38][C:37]1[C:32]([C:31]([NH:30][C:27]2[CH:26]=[N:25][C:24]([C:14]3[CH:15]=[C:16]([O:19][C:20]([F:23])([F:21])[F:22])[CH:17]=[CH:18][C:13]=3[CH:11]=[CH2:2])=[CH:29][N:28]=2)=[O:39])=[CH:33][N:34]=[CH:35][CH:36]=1. The yield is 0.660. (4) The reactants are [F:1][C:2]1[CH:7]=[C:6]([O:8][CH3:9])[CH:5]=[CH:4][C:3]=1[C:10]1[C:15]([CH:16]([CH2:21][CH2:22][CH3:23])[C:17]([O:19]C)=[O:18])=[C:14]([CH3:24])[N:13]=[C:12]([N:25]2[CH2:30][CH2:29][CH2:28][CH2:27][CH2:26]2)[N:11]=1.[OH-].[Na+]. The catalyst is CO. The product is [F:1][C:2]1[CH:7]=[C:6]([O:8][CH3:9])[CH:5]=[CH:4][C:3]=1[C:10]1[C:15]([CH:16]([CH2:21][CH2:22][CH3:23])[C:17]([OH:19])=[O:18])=[C:14]([CH3:24])[N:13]=[C:12]([N:25]2[CH2:26][CH2:27][CH2:28][CH2:29][CH2:30]2)[N:11]=1. The yield is 0.890. (5) The reactants are [Br:1][C:2]1[CH:7]=[CH:6][C:5]([C:8]2[CH:13]=[CH:12][C:11]([OH:14])=[CH:10][CH:9]=2)=[CH:4][CH:3]=1.Br[CH2:16][CH2:17][CH2:18][C:19]([O:21][CH2:22][CH3:23])=[O:20].C([O-])([O-])=O.[K+].[K+].Cl. The catalyst is O.CC#N. The product is [CH2:22]([O:21][C:19](=[O:20])[CH2:18][CH2:17][CH2:16][O:14][C:11]1[CH:12]=[CH:13][C:8]([C:5]2[CH:4]=[CH:3][C:2]([Br:1])=[CH:7][CH:6]=2)=[CH:9][CH:10]=1)[CH3:23]. The yield is 0.800. (6) The product is [CH2:22]([O:24][C:25](=[O:26])[C:27]1[CH:32]=[CH:31][C:30]([C:14]2[CH:13]=[N:12][C:7]3[NH:8][CH2:9][C:10](=[O:11])[N:5]([CH2:4][C:3]4[CH:17]=[C:18]([F:21])[CH:19]=[CH:20][C:2]=4[F:1])[C:6]=3[CH:15]=2)=[CH:29][CH:28]=1)[CH3:23]. The yield is 0.620. The reactants are [F:1][C:2]1[CH:20]=[CH:19][C:18]([F:21])=[CH:17][C:3]=1[CH2:4][N:5]1[C:10](=[O:11])[CH2:9][NH:8][C:7]2[N:12]=[CH:13][C:14](I)=[CH:15][C:6]1=2.[CH2:22]([O:24][C:25]([C:27]1[CH:32]=[CH:31][C:30](B(O)O)=[CH:29][CH:28]=1)=[O:26])[CH3:23]. No catalyst specified. (7) The yield is 0.748. The catalyst is O1CCOCC1.O.CCOC(C)=O.CO.C1C=CC(P(C2C=CC=CC=2)[C-]2C=CC=C2)=CC=1.C1C=CC(P(C2C=CC=CC=2)[C-]2C=CC=C2)=CC=1.Cl[Pd]Cl.[Fe+2].C(Cl)Cl.C(Cl)(Cl)Cl.ClCCl. The reactants are Br[C:2]1[CH:3]=[C:4]([C:14]([NH:16][CH2:17][C:18]2[C:19](=[O:26])[NH:20][C:21]([CH3:25])=[CH:22][C:23]=2[CH3:24])=[O:15])[C:5]2[CH:6]=[CH:7][N:8]([CH:11]([CH3:13])[CH3:12])[C:9]=2[CH:10]=1.[CH3:27][N:28]1[CH2:33][CH2:32][N:31]([C:34]2[CH:39]=[CH:38][C:37](B3OC(C)(C)C(C)(C)O3)=[CH:36][N:35]=2)[CH2:30][CH2:29]1.P([O-])([O-])([O-])=O.[K+].[K+].[K+].N#N. The product is [CH3:24][C:23]1[CH:22]=[C:21]([CH3:25])[NH:20][C:19](=[O:26])[C:18]=1[CH2:17][NH:16][C:14]([C:4]1[C:5]2[CH:6]=[CH:7][N:8]([CH:11]([CH3:13])[CH3:12])[C:9]=2[CH:10]=[C:2]([C:37]2[CH:36]=[N:35][C:34]([N:31]3[CH2:30][CH2:29][N:28]([CH3:27])[CH2:33][CH2:32]3)=[CH:39][CH:38]=2)[CH:3]=1)=[O:15].